This data is from TCR-epitope binding with 47,182 pairs between 192 epitopes and 23,139 TCRs. The task is: Binary Classification. Given a T-cell receptor sequence (or CDR3 region) and an epitope sequence, predict whether binding occurs between them. (1) The epitope is EIYKRWII. The TCR CDR3 sequence is CASSVVGDTRETQYF. Result: 1 (the TCR binds to the epitope). (2) The TCR CDR3 sequence is CAAADEEIGNQPQHF. The epitope is ATDALMTGY. Result: 1 (the TCR binds to the epitope). (3) The TCR CDR3 sequence is CASSLVGFANTGELFF. Result: 1 (the TCR binds to the epitope). The epitope is QVPLRPMTYK. (4) The epitope is YLQPRTFLL. The TCR CDR3 sequence is CASGTQNTGELFF. Result: 1 (the TCR binds to the epitope). (5) The epitope is QVPLRPMTYK. The TCR CDR3 sequence is CASSPVLYEQYF. Result: 1 (the TCR binds to the epitope). (6) The epitope is YVLDHLIVV. The TCR CDR3 sequence is CSVEGQGAVYGYTF. Result: 0 (the TCR does not bind to the epitope). (7) The epitope is VLAWLYAAV. The TCR CDR3 sequence is CSAGQGLAGGPGTDTQYF. Result: 0 (the TCR does not bind to the epitope). (8) The epitope is PKYVKQNTLKLAT. The TCR CDR3 sequence is CASSSSGGGTDTQYF. Result: 1 (the TCR binds to the epitope). (9) The epitope is KLVALGINAV. The TCR CDR3 sequence is CASSQDRFGQQETQYF. Result: 0 (the TCR does not bind to the epitope).